From a dataset of NCI-60 drug combinations with 297,098 pairs across 59 cell lines. Regression. Given two drug SMILES strings and cell line genomic features, predict the synergy score measuring deviation from expected non-interaction effect. Drug 1: C1=CC(=C(C=C1I)F)NC2=C(C=CC(=C2F)F)C(=O)NOCC(CO)O. Drug 2: CC1CC(C(C(C=C(C(C(C=CC=C(C(=O)NC2=CC(=O)C(=C(C1)C2=O)OC)C)OC)OC(=O)N)C)C)O)OC. Cell line: SK-OV-3. Synergy scores: CSS=46.5, Synergy_ZIP=3.34, Synergy_Bliss=2.82, Synergy_Loewe=4.21, Synergy_HSA=5.24.